From a dataset of Full USPTO retrosynthesis dataset with 1.9M reactions from patents (1976-2016). Predict the reactants needed to synthesize the given product. (1) Given the product [CH3:1][C:2]1[O:6][N:5]=[C:4]([C:7]2[CH:12]=[CH:11][CH:10]=[CH:9][CH:8]=2)[C:3]=1[CH:13]=[O:14], predict the reactants needed to synthesize it. The reactants are: [CH3:1][C:2]1[O:6][N:5]=[C:4]([C:7]2[CH:12]=[CH:11][CH:10]=[CH:9][CH:8]=2)[C:3]=1[CH2:13][OH:14]. (2) Given the product [C:1]([O:5][C:6]([N:8]1[C@H:9]([CH2:14][C:15]2[CH:16]=[CH:17][C:18]([C:21]3[CH:22]=[CH:23][CH:24]=[CH:25][CH:26]=3)=[CH:19][CH:20]=2)[CH2:10]/[C:11](=[CH:58]\[N:59]([CH:50]([CH3:51])[CH3:65])[CH:85]([CH3:87])[CH3:88])/[C:12]1=[O:13])=[O:7])([CH3:4])([CH3:2])[CH3:3], predict the reactants needed to synthesize it. The reactants are: [C:1]([O:5][C:6]([N:8]1[C:12](=[O:13])[CH2:11][CH2:10][C@H:9]1[CH2:14][C:15]1[CH:20]=[CH:19][C:18]([C:21]2[CH:26]=[CH:25][CH:24]=[CH:23][CH:22]=2)=[CH:17][CH:16]=1)=[O:7])([CH3:4])([CH3:3])[CH3:2].F[P-](F)(F)(F)(F)F.[K+].C1O[CH2:51][CH2:50]OCCOCCOCCOCCOC1.CC(O[CH:58](N(C)C)[N:59](C)C)(C)C.[CH3:65]N(C(N(C)C)N(C)C)C.C(OC(O[C:85]([CH3:88])([CH3:87])C)N(C)C)(C)(C)C. (3) Given the product [Br:9][C:10]1[CH:15]=[CH:14][C:13]([C:16]([CH3:19])([CH3:20])[C:17]#[N:18])=[CH:12][C:11]=1[CH2:21][C:3]#[N:2], predict the reactants needed to synthesize it. The reactants are: Br[N:2]1C(=O)CC[C:3]1=O.[Br:9][C:10]1[CH:15]=[CH:14][C:13]([C:16]([CH3:20])([CH3:19])[C:17]#[N:18])=[CH:12][C:11]=1[CH3:21]. (4) Given the product [NH2:1][C:2]1[N:7]([CH3:8])[C:6](=[O:9])[C:5]([CH3:10])([CH3:11])[C@:4]([C:13]2[CH:18]=[C:17]([NH:19][CH:29]3[C:30]4[C:26](=[CH:25][CH:24]=[CH:23][C:22]=4[Cl:21])[CH2:27][CH2:28]3)[CH:16]=[CH:15][C:14]=2[F:20])([CH3:12])[N:3]=1, predict the reactants needed to synthesize it. The reactants are: [NH2:1][C:2]1[N:7]([CH3:8])[C:6](=[O:9])[C:5]([CH3:11])([CH3:10])[C@:4]([C:13]2[CH:18]=[C:17]([NH2:19])[CH:16]=[CH:15][C:14]=2[F:20])([CH3:12])[N:3]=1.[Cl:21][C:22]1[CH:23]=[CH:24][CH:25]=[C:26]2[C:30]=1[C:29](=O)[CH2:28][CH2:27]2.[B][B][B][B][B][B][B][B][B][B]. (5) Given the product [OH:13][CH2:12][CH2:11][N:10]1[C:3]2[C:4]([C:5]#[N:6])=[CH:7][CH:8]=[CH:9][C:2]=2[N:1]=[CH:14]1, predict the reactants needed to synthesize it. The reactants are: [NH2:1][C:2]1[C:3]([NH:10][CH2:11][CH2:12][OH:13])=[C:4]([CH:7]=[CH:8][CH:9]=1)[C:5]#[N:6].[CH2:14](N(CC)CC)C. (6) The reactants are: I[C:2]1[CH:11]=[CH:10][CH:9]=[C:8]2[C:3]=1[CH:4]=[CH:5][C:6](Cl)=[N:7]2.[CH3:13][C:14]1[O:18][C:17]([CH2:19][NH2:20])=[CH:16][CH:15]=1.[Cl:21][C:22]1[CH:28]=[CH:27][C:25]([NH2:26])=[CH:24][CH:23]=1. Given the product [Cl:21][C:22]1[CH:28]=[CH:27][C:25]([NH:26][C:2]2[C:3]3[CH:4]=[CH:5][C:6]([NH:20][CH2:19][C:17]4[O:18][C:14]([CH3:13])=[CH:15][CH:16]=4)=[N:7][C:8]=3[CH:9]=[CH:10][CH:11]=2)=[CH:24][CH:23]=1, predict the reactants needed to synthesize it.